From a dataset of Reaction yield outcomes from USPTO patents with 853,638 reactions. Predict the reaction yield, written as a fraction of the theoretical maximum amount of product (1.0 means a 100% yield; for example, 0.34 means a 34% yield). (1) The reactants are [C:1]([N:4]1[CH2:9][CH2:8][C:7]2[N:10]([C:18]3[CH:23]=[CH:22][CH:21]=[C:20]([C:24]#[C:25][C@:26]4([OH:33])[CH2:30][CH2:29][N:28]([CH3:31])[C:27]4=[O:32])[CH:19]=3)[N:11]=[C:12]([C:13]([O:15]CC)=O)[C:6]=2[CH2:5]1)(=[O:3])[CH3:2].[NH3:34]. The catalyst is CO. The product is [C:1]([N:4]1[CH2:9][CH2:8][C:7]2[N:10]([C:18]3[CH:23]=[CH:22][CH:21]=[C:20]([C:24]#[C:25][C@:26]4([OH:33])[CH2:30][CH2:29][N:28]([CH3:31])[C:27]4=[O:32])[CH:19]=3)[N:11]=[C:12]([C:13]([NH2:34])=[O:15])[C:6]=2[CH2:5]1)(=[O:3])[CH3:2]. The yield is 0.320. (2) The reactants are [N+:1]([C:4]1[CH:5]=[C:6]2[C:10](=[CH:11][CH:12]=1)[NH:9][NH:8][C:7]2=[O:13])([O-:3])=[O:2].Br[CH2:15][CH2:16][O:17][CH3:18].[I-].[K+].[OH-].[Na+]. The catalyst is O1CCOCC1.O. The product is [CH3:18][O:17][CH2:16][CH2:15][N:9]1[C:10]2[C:6](=[CH:5][C:4]([N+:1]([O-:3])=[O:2])=[CH:12][CH:11]=2)[C:7](=[O:13])[NH:8]1. The yield is 0.640. (3) The reactants are [N:1]1([C:6]2[CH:7]=[C:8]([CH:10]=[CH:11][CH:12]=2)[NH2:9])[CH:5]=[CH:4][N:3]=[CH:2]1.C([Li])CCC.Cl[C:19]1[O:23][N:22]=[C:21]2[C:24]3[CH:32]=[C:31]([CH3:33])[CH:30]=[CH:29][C:25]=3[O:26][CH2:27][CH2:28][C:20]=12. The catalyst is O1CCCC1.CCCCCC.C(OCC)(=O)C. The product is [N:1]1([C:6]2[CH:7]=[C:8]([NH:9][C:19]3[O:23][N:22]=[C:21]4[C:24]5[CH:32]=[C:31]([CH3:33])[CH:30]=[CH:29][C:25]=5[O:26][CH2:27][CH2:28][C:20]=34)[CH:10]=[CH:11][CH:12]=2)[CH:5]=[CH:4][N:3]=[CH:2]1. The yield is 0.100. (4) The reactants are [Cl-].[CH:2]1[C:11]2[C:6](=[CH:7][CH:8]=[CH:9][CH:10]=2)[CH:5]=[CH:4][C:3]=1[C:12](=[O:15])[CH2:13][NH3+:14].[Cl:16][C:17]1[S:21][C:20]([S:22](Cl)(=[O:24])=[O:23])=[CH:19][CH:18]=1.CCN(CC)CC. The catalyst is CN(C=O)C. The product is [CH:2]1[C:11]2[C:6](=[CH:7][CH:8]=[CH:9][CH:10]=2)[CH:5]=[CH:4][C:3]=1[C:12](=[O:15])[CH2:13][NH:14][S:22]([C:20]1[S:21][C:17]([Cl:16])=[CH:18][CH:19]=1)(=[O:24])=[O:23]. The yield is 0.263.